Predict the product of the given reaction. From a dataset of Forward reaction prediction with 1.9M reactions from USPTO patents (1976-2016). (1) Given the reactants Cl.[NH2:2][CH2:3][C:4]1[CH:12]=[CH:11][CH:10]=[C:9]2[C:5]=1[C:6](=[O:22])[N:7]([CH:14]1[CH2:19][CH2:18][C:17](=[O:20])[NH:16][C:15]1=[O:21])[C:8]2=[O:13].N12CCCN=C1CCCCC2.ON1C2C=CC=CC=2N=N1.[F:44][C:45]([F:58])([F:57])[O:46][C:47]1[CH:48]=[C:49]([CH2:53][C:54](O)=[O:55])[CH:50]=[CH:51][CH:52]=1.Cl.CN(C)CCCN=C=NCC, predict the reaction product. The product is: [O:21]=[C:15]1[CH:14]([N:7]2[C:6](=[O:22])[C:5]3[C:9](=[CH:10][CH:11]=[CH:12][C:4]=3[CH2:3][NH:2][C:54](=[O:55])[CH2:53][C:49]3[CH:50]=[CH:51][CH:52]=[C:47]([O:46][C:45]([F:57])([F:44])[F:58])[CH:48]=3)[C:8]2=[O:13])[CH2:19][CH2:18][C:17](=[O:20])[NH:16]1. (2) The product is: [CH2:1]([O:3][C:4](=[O:39])[C:5]([CH2:24][C:25]1[CH:26]=[CH:27][C:28]([OH:31])=[CH:29][CH:30]=1)([O:17][C:18]1[CH:23]=[CH:22][CH:21]=[CH:20][CH:19]=1)[CH2:6][CH2:7][CH2:8][CH3:9])[CH3:2]. Given the reactants [CH2:1]([O:3][C:4](=[O:39])[C:5]([CH2:24][C:25]1[CH:30]=[CH:29][C:28]([O:31]CC2C=CC=CC=2)=[CH:27][CH:26]=1)([O:17][C:18]1[CH:23]=[CH:22][CH:21]=[CH:20][CH:19]=1)[CH:6](OC(=O)C(F)(F)F)[CH2:7][CH2:8][CH3:9])[CH3:2], predict the reaction product. (3) Given the reactants C1C=CC(P(C2C=CC=CC=2)C2C=CC=CC=2)=CC=1.II.[C:22]([O:26][C:27]([N:29]1[CH2:33][CH2:32][CH:31]([C:34](=O)[NH:35][CH:36]([C:42](=[O:56])[C:43]2[CH:48]=[CH:47][C:46]([O:49][C:50]3[CH:55]=[CH:54][CH:53]=[CH:52][CH:51]=3)=[CH:45][CH:44]=2)[C:37]([O:39][CH2:40][CH3:41])=[O:38])[CH2:30]1)=[O:28])([CH3:25])([CH3:24])[CH3:23], predict the reaction product. The product is: [CH2:40]([O:39][C:37]([C:36]1[N:35]=[C:34]([CH:31]2[CH2:32][CH2:33][N:29]([C:27]([O:26][C:22]([CH3:25])([CH3:23])[CH3:24])=[O:28])[CH2:30]2)[O:56][C:42]=1[C:43]1[CH:44]=[CH:45][C:46]([O:49][C:50]2[CH:51]=[CH:52][CH:53]=[CH:54][CH:55]=2)=[CH:47][CH:48]=1)=[O:38])[CH3:41]. (4) Given the reactants [CH3:1][O:2][C:3]1[C:7]2[C:8](=[O:25])[N:9]([CH2:16][C:17](=[O:24])[C:18]3[CH:23]=[CH:22][CH:21]=[CH:20][CH:19]=3)[C:10]3[CH:11]=[CH:12][CH:13]=[CH:14][C:15]=3[C:6]=2[S:5][C:4]=1[C:26]([NH:28][CH2:29][CH2:30][NH:31][CH:32]([CH3:34])[CH3:33])=[O:27].C(OC(=O)C)C.[ClH:41], predict the reaction product. The product is: [ClH:41].[CH3:1][O:2][C:3]1[C:7]2[C:8](=[O:25])[N:9]([CH2:16][C:17](=[O:24])[C:18]3[CH:23]=[CH:22][CH:21]=[CH:20][CH:19]=3)[C:10]3[CH:11]=[CH:12][CH:13]=[CH:14][C:15]=3[C:6]=2[S:5][C:4]=1[C:26]([NH:28][CH2:29][CH2:30][NH:31][CH:32]([CH3:34])[CH3:33])=[O:27]. (5) Given the reactants [C:1]([C:3]1[C:4]([N:17]2[CH2:22][CH2:21][CH:20]([C:23]([OH:25])=O)[CH2:19][CH2:18]2)=[N:5][C:6]([CH:14]([F:16])[F:15])=[C:7]([C:9]([O:11][CH2:12][CH3:13])=[O:10])[CH:8]=1)#[N:2].[C:26]([C:28]1[CH:33]=[CH:32][C:31]([S:34]([NH2:37])(=[O:36])=[O:35])=[CH:30][CH:29]=1)#[N:27], predict the reaction product. The product is: [C:1]([C:3]1[C:4]([N:17]2[CH2:22][CH2:21][CH:20]([C:23]([NH:37][S:34]([C:31]3[CH:30]=[CH:29][C:28]([C:26]#[N:27])=[CH:33][CH:32]=3)(=[O:35])=[O:36])=[O:25])[CH2:19][CH2:18]2)=[N:5][C:6]([CH:14]([F:15])[F:16])=[C:7]([CH:8]=1)[C:9]([O:11][CH2:12][CH3:13])=[O:10])#[N:2]. (6) Given the reactants [CH:1]1([C:4]2[C:5]([CH2:17][O:18][C:19]3[CH:24]=[CH:23][C:22]([N:25]4[C:29]([CH3:30])=[C:28]([CH:31]=O)[C:27]([CH3:33])=[N:26]4)=[CH:21][C:20]=3[CH3:34])=[C:6]([N:10]3[C:14](=[O:15])[N:13]([CH3:16])[N:12]=[N:11]3)[CH:7]=[CH:8][CH:9]=2)[CH2:3][CH2:2]1.C(Cl)(Cl)Cl.Cl.[NH2:40][OH:41].N1C=CC=CC=1, predict the reaction product. The product is: [CH:1]1([C:4]2[CH:9]=[CH:8][CH:7]=[C:6]([N:10]3[C:14](=[O:15])[N:13]([CH3:16])[N:12]=[N:11]3)[C:5]=2[CH2:17][O:18][C:19]2[CH:24]=[CH:23][C:22]([N:25]3[C:29]([CH3:30])=[C:28]([CH:31]=[N:40][OH:41])[C:27]([CH3:33])=[N:26]3)=[CH:21][C:20]=2[CH3:34])[CH2:2][CH2:3]1.